This data is from Full USPTO retrosynthesis dataset with 1.9M reactions from patents (1976-2016). The task is: Predict the reactants needed to synthesize the given product. (1) Given the product [ClH:23].[C:13]([C:16]1[CH:21]=[CH:20][C:19]([O:10][CH:9]2[CH2:8][N:7]([CH3:11])[CH2:6][C:5]3[O:12][C:2]([CH3:1])=[CH:3][C:4]2=3)=[CH:18][C:17]=1[Cl:23])(=[O:15])[NH2:14], predict the reactants needed to synthesize it. The reactants are: [CH3:1][C:2]1[O:12][C:5]2[CH2:6][N:7]([CH3:11])[CH2:8][CH:9]([OH:10])[C:4]=2[CH:3]=1.[C:13]([C:16]1[CH:21]=[CH:20][C:19](F)=[CH:18][C:17]=1[Cl:23])(=[O:15])[NH2:14]. (2) Given the product [CH3:11][C:12]1([C:15](=[O:17])[CH2:16][C:19]([NH:18][CH:21]2[CH:22]3[CH2:30][CH:26]4[CH2:25][C:24]([O:31][CH2:32][C:33]5[CH:34]=[CH:35][CH:36]=[CH:37][CH:38]=5)([CH2:29][CH:28]2[CH2:27]4)[CH2:23]3)=[O:20])[CH2:14][CH2:13]1, predict the reactants needed to synthesize it. The reactants are: C[Si]([N-][Si](C)(C)C)(C)C.[Li+].[CH3:11][C:12]1([C:15](=[O:17])[CH3:16])[CH2:14][CH2:13]1.[N:18]([CH:21]1[CH:28]2[CH2:29][C:24]3([O:31][CH2:32][C:33]4[CH:38]=[CH:37][CH:36]=[CH:35][CH:34]=4)[CH2:25][CH:26]([CH2:30][CH:22]1[CH2:23]3)[CH2:27]2)=[C:19]=[O:20].[NH4+].[Cl-]. (3) The reactants are: Cl[C:2]1[O:3][C:4]2[CH:10]=[CH:9][C:8]([S:11]([CH2:14][CH3:15])(=[O:13])=[O:12])=[CH:7][C:5]=2[N:6]=1.[C:16]([O:20][C:21]([N:23]1[CH2:28][CH2:27][NH:26][CH2:25][CH2:24]1)=[O:22])([CH3:19])([CH3:18])[CH3:17].C(=O)([O-])[O-].[K+].[K+]. Given the product [C:16]([O:20][C:21]([N:23]1[CH2:28][CH2:27][N:26]([C:2]2[O:3][C:4]3[CH:10]=[CH:9][C:8]([S:11]([CH2:14][CH3:15])(=[O:13])=[O:12])=[CH:7][C:5]=3[N:6]=2)[CH2:25][CH2:24]1)=[O:22])([CH3:19])([CH3:17])[CH3:18], predict the reactants needed to synthesize it. (4) Given the product [CH:12]([N:25]1[CH2:28][CH:27]([O:9][C:4]2[CH:5]=[CH:6][C:7]([Cl:8])=[C:2]([Cl:1])[CH:3]=2)[CH2:26]1)([C:19]1[CH:20]=[CH:21][CH:22]=[CH:23][CH:24]=1)[C:13]1[CH:14]=[CH:15][CH:16]=[CH:17][CH:18]=1, predict the reactants needed to synthesize it. The reactants are: [Cl:1][C:2]1[CH:3]=[C:4]([OH:9])[CH:5]=[CH:6][C:7]=1[Cl:8].[H-].[Na+].[CH:12]([N:25]1[CH2:28][CH:27](OS(C)(=O)=O)[CH2:26]1)([C:19]1[CH:24]=[CH:23][CH:22]=[CH:21][CH:20]=1)[C:13]1[CH:18]=[CH:17][CH:16]=[CH:15][CH:14]=1.C(OCC)(=O)C. (5) Given the product [Cl:1][C:2]1[CH:3]=[C:4]([NH:9][C:10]2[C:15]3[C:16]4[CH2:22][CH2:21][CH2:20][N:19]([C:30](=[O:31])/[CH:29]=[CH:28]/[CH2:27][N:26]([CH3:33])[CH3:25])[CH2:18][C:17]=4[S:23][C:14]=3[N:13]=[CH:12][N:11]=2)[CH:5]=[CH:6][C:7]=1[F:8], predict the reactants needed to synthesize it. The reactants are: [Cl:1][C:2]1[CH:3]=[C:4]([NH:9][C:10]2[C:15]3[C:16]4[CH2:22][CH2:21][CH2:20][NH:19][CH2:18][C:17]=4[S:23][C:14]=3[N:13]=[CH:12][N:11]=2)[CH:5]=[CH:6][C:7]=1[F:8].Cl.[CH3:25][N:26]([CH3:33])[CH2:27]/[CH:28]=[CH:29]/[C:30](O)=[O:31].